Dataset: Catalyst prediction with 721,799 reactions and 888 catalyst types from USPTO. Task: Predict which catalyst facilitates the given reaction. Reactant: [OH:1][N:2]1[CH:6]=[C:5]([C:7]([OH:9])=O)[N:4]=[N:3]1.CCN(C(C)C)C(C)C.CN(C(ON1N=NC2C=CC=NC1=2)=[N+](C)C)C.F[P-](F)(F)(F)(F)F.[NH2:43][C@H:44]([CH2:53][C:54]1[CH:59]=[CH:58][C:57]([C:60]2[CH:65]=[CH:64][CH:63]=[CH:62][C:61]=2[F:66])=[CH:56][CH:55]=1)[CH2:45][C@:46]([CH2:51][OH:52])([CH3:50])[C:47]([OH:49])=[O:48]. Product: [F:66][C:61]1[CH:62]=[CH:63][CH:64]=[CH:65][C:60]=1[C:57]1[CH:58]=[CH:59][C:54]([CH2:53][C@@H:44]([NH:43][C:7]([C:5]2[N:4]=[N:3][N:2]([OH:1])[CH:6]=2)=[O:9])[CH2:45][C@:46]([CH2:51][OH:52])([CH3:50])[C:47]([OH:49])=[O:48])=[CH:55][CH:56]=1. The catalyst class is: 3.